Dataset: Full USPTO retrosynthesis dataset with 1.9M reactions from patents (1976-2016). Task: Predict the reactants needed to synthesize the given product. (1) Given the product [CH3:16][C:13]1([CH3:17])[N:12]([C:18]([O:20][C:21]([CH3:22])([CH3:23])[CH3:24])=[O:19])[C@@H:11]([CH2:10][CH:9]=[O:8])[CH2:15][O:14]1, predict the reactants needed to synthesize it. The reactants are: C(N(CC)CC)C.[OH:8][CH2:9][CH2:10][C@H:11]1[CH2:15][O:14][C:13]([CH3:17])([CH3:16])[N:12]1[C:18]([O:20][C:21]([CH3:24])([CH3:23])[CH3:22])=[O:19].C(=O)(O)[O-].[Na+]. (2) Given the product [ClH:28].[NH2:20][CH:18]([C:4]1[O:3][C:2](=[O:1])[C:11]2[C:6]([C:5]=1[C:12]1[CH:17]=[CH:16][CH:15]=[CH:14][CH:13]=1)=[CH:7][CH:8]=[CH:9][CH:10]=2)[CH3:19], predict the reactants needed to synthesize it. The reactants are: [O:1]=[C:2]1[C:11]2[C:6](=[CH:7][CH:8]=[CH:9][CH:10]=2)[C:5]([C:12]2[CH:17]=[CH:16][CH:15]=[CH:14][CH:13]=2)=[C:4]([CH:18]([NH:20]C(=O)OC(C)(C)C)[CH3:19])[O:3]1.[ClH:28].O1CCOCC1. (3) The reactants are: Br[C:2]1[CH:3]=[CH:4][C:5]([NH:8][C:9](=[O:26])[CH:10]([NH:14][C:15](=[O:25])[CH2:16][C:17]2[CH:22]=[C:21]([F:23])[CH:20]=[C:19]([F:24])[CH:18]=2)[CH2:11][CH2:12][CH3:13])=[N:6][CH:7]=1.[CH3:27][C:28](=[O:32])[CH:29]=[CH:30][CH3:31].C(N(C(C)C)CC)(C)C.C1(C)C=CC=CC=1P(C1C=CC=CC=1C)C1C=CC=CC=1C. Given the product [CH3:31][C:30]([C:2]1[CH:3]=[CH:4][C:5]([NH:8][C:9](=[O:26])[CH:10]([NH:14][C:15](=[O:25])[CH2:16][C:17]2[CH:22]=[C:21]([F:23])[CH:20]=[C:19]([F:24])[CH:18]=2)[CH2:11][CH2:12][CH3:13])=[N:6][CH:7]=1)=[CH:29][C:28](=[O:32])[CH3:27], predict the reactants needed to synthesize it. (4) Given the product [CH2:1]([C:8]1([C:17]2[CH:22]=[CH:21][C:20]([F:23])=[C:19]([CH:18]=2)[O:24][CH2:25][CH2:26][NH:27][S:28]([C:31]2[N:32]=[CH:33][N:34]([CH3:36])[CH:35]=2)(=[O:29])=[O:30])[CH2:11][N:10]([CH3:12])[CH2:9]1)[C:2]1[CH:3]=[CH:4][CH:5]=[CH:6][CH:7]=1, predict the reactants needed to synthesize it. The reactants are: [CH2:1]([C:8]1([C:17]2[CH:22]=[CH:21][C:20]([F:23])=[C:19]([O:24][CH2:25][CH2:26][NH:27][S:28]([C:31]3[N:32]=[CH:33][N:34]([CH3:36])[CH:35]=3)(=[O:30])=[O:29])[CH:18]=2)[CH2:11][N:10]([C:12](OCC)=O)[CH2:9]1)[C:2]1[CH:7]=[CH:6][CH:5]=[CH:4][CH:3]=1.[H-].[Al+3].[Li+].[H-].[H-].[H-].[OH-].[Na+]. (5) Given the product [Br:1][C:2]1[CH:6]=[C:5]([C:7]2[O:9][C:26](=[O:25])[C:21]3[CH:20]=[C:19]([C:17]#[N:18])[CH:30]=[C:29]([CH3:31])[C:22]=3[N:23]=2)[N:4]([C:10]2[C:15]([Cl:16])=[CH:14][CH:13]=[CH:12][N:11]=2)[N:3]=1, predict the reactants needed to synthesize it. The reactants are: [Br:1][C:2]1[CH:6]=[C:5]([C:7]([OH:9])=O)[N:4]([C:10]2[C:15]([Cl:16])=[CH:14][CH:13]=[CH:12][N:11]=2)[N:3]=1.[C:17]([C:19]1[CH:30]=[C:29]([CH3:31])[C:22]2[NH:23]C(=O)[O:25][C:26](=O)[C:21]=2[CH:20]=1)#[N:18].N1C=CC=C(C)C=1.CS(Cl)(=O)=O. (6) Given the product [OH:9][CH:3]([C:10]1[CH:11]=[C:12]([CH2:18][CH2:19][C:20]([O:22][CH2:23][CH3:24])=[O:21])[CH:13]=[CH:14][C:15]=1[O:16][CH3:17])[CH2:4][CH2:5][CH2:6][CH2:7][CH3:8], predict the reactants needed to synthesize it. The reactants are: [BH4-].[Na+].[C:3]([C:10]1[CH:11]=[C:12]([CH2:18][CH2:19][C:20]([O:22][CH2:23][CH3:24])=[O:21])[CH:13]=[CH:14][C:15]=1[O:16][CH3:17])(=[O:9])[CH2:4][CH2:5][CH2:6][CH2:7][CH3:8]. (7) The reactants are: [Cl:1][C:2]1[CH:3]=[C:4]([NH:16][C:17]2[C:26]3[C:21](=[CH:22][CH:23]=[CH:24][C:25]=3[O:27][CH2:28][C@H:29]3[CH2:33][CH2:32][NH:31][CH2:30]3)[N:20]=[CH:19][N:18]=2)[CH:5]=[CH:6][C:7]=1[O:8][CH2:9][C:10]1[CH:15]=[CH:14][CH:13]=[CH:12][N:11]=1.CN(C(ON1N=NC2C=CC=NC1=2)=[N+](C)C)C.F[P-](F)(F)(F)(F)F.[CH3:58][N:59]([CH3:64])[CH2:60][C:61](O)=[O:62]. Given the product [Cl:1][C:2]1[CH:3]=[C:4]([NH:16][C:17]2[C:26]3[C:21](=[CH:22][CH:23]=[CH:24][C:25]=3[O:27][CH2:28][C@H:29]3[CH2:33][CH2:32][N:31]([C:61](=[O:62])[CH2:60][N:59]([CH3:64])[CH3:58])[CH2:30]3)[N:20]=[CH:19][N:18]=2)[CH:5]=[CH:6][C:7]=1[O:8][CH2:9][C:10]1[CH:15]=[CH:14][CH:13]=[CH:12][N:11]=1, predict the reactants needed to synthesize it.